Predict the product of the given reaction. From a dataset of Forward reaction prediction with 1.9M reactions from USPTO patents (1976-2016). (1) Given the reactants Cl.[F:2][C:3]([F:11])([F:10])[CH:4]1[CH2:9][CH2:8][NH:7][CH2:6][CH2:5]1.Br[C:13]1[CH:45]=[CH:44][C:16]([CH2:17][N:18]2[C:22]3[CH:23]=[C:24]([O:27][CH2:28][C:29]4[CH:33]=[CH:32][N:31]([CH3:34])[N:30]=4)[CH:25]=[CH:26][C:21]=3[N:20]=[C:19]2[CH2:35][C:36]([CH2:42][CH3:43])([CH2:40][CH3:41])[C:37]([OH:39])=[O:38])=[C:15]([F:46])[CH:14]=1.FC(F)(F)C1CCNCC1, predict the reaction product. The product is: [CH2:40]([C:36]([CH2:35][C:19]1[N:18]([CH2:17][C:16]2[CH:44]=[CH:45][C:13]([N:7]3[CH2:8][CH2:9][CH:4]([C:3]([F:11])([F:10])[F:2])[CH2:5][CH2:6]3)=[CH:14][C:15]=2[F:46])[C:22]2[CH:23]=[C:24]([O:27][CH2:28][C:29]3[CH:33]=[CH:32][N:31]([CH3:34])[N:30]=3)[CH:25]=[CH:26][C:21]=2[N:20]=1)([CH2:42][CH3:43])[C:37]([OH:39])=[O:38])[CH3:41]. (2) Given the reactants [Cl:1][C:2]1[CH:3]=[C:4]([C:11]([CH3:32])([CH3:31])[CH2:12][C:13]([CH2:19][C:20]2[NH:28][C:27]3[C:22](=[N:23][C:24]([CH2:29][OH:30])=[CH:25][CH:26]=3)[CH:21]=2)([OH:18])[C:14]([F:17])([F:16])[F:15])[C:5]2[O:9][CH2:8][CH2:7][C:6]=2[CH:10]=1, predict the reaction product. The product is: [Cl:1][C:2]1[CH:3]=[C:4]([C:11]([CH3:32])([CH3:31])[CH2:12][C:13]([OH:18])([C:14]([F:17])([F:16])[F:15])[CH2:19][C:20]2[NH:28][C:27]3[C:22](=[N:23][C:24]([CH:29]=[O:30])=[CH:25][CH:26]=3)[CH:21]=2)[C:5]2[O:9][CH2:8][CH2:7][C:6]=2[CH:10]=1. (3) Given the reactants C([O:3][C:4](=[O:37])[C:5]([O:8][C:9]1[CH:14]=[CH:13][C:12]([CH2:15][CH2:16][CH2:17][C:18]2[N:19]([CH2:34][CH2:35][CH3:36])[C:20](=[O:33])[N:21]([CH2:24][C:25]3[CH:30]=[CH:29][C:28]([CH3:31])=[C:27]([CH3:32])[CH:26]=3)[C:22]=2[CH3:23])=[CH:11][CH:10]=1)([CH3:7])[CH3:6])C.[OH-].[Na+].Cl, predict the reaction product. The product is: [CH3:32][C:27]1[CH:26]=[C:25]([CH:30]=[CH:29][C:28]=1[CH3:31])[CH2:24][N:21]1[C:22]([CH3:23])=[C:18]([CH2:17][CH2:16][CH2:15][C:12]2[CH:13]=[CH:14][C:9]([O:8][C:5]([CH3:6])([CH3:7])[C:4]([OH:37])=[O:3])=[CH:10][CH:11]=2)[N:19]([CH2:34][CH2:35][CH3:36])[C:20]1=[O:33]. (4) Given the reactants C(OC([N:8]1[CH2:11][CH:10]([NH:12][C:13]([NH:15][C:16]2[CH:25]=[CH:24][CH:23]=[C:22]3[C:17]=2[CH:18]=[CH:19][N:20]=[C:21]3[CH3:26])=[O:14])[CH2:9]1)=O)(C)(C)C.FC(F)(F)C(O)=O, predict the reaction product. The product is: [CH3:26][C:21]1[C:22]2[C:17](=[C:16]([NH:15][C:13]([NH:12][CH:10]3[CH2:9][NH:8][CH2:11]3)=[O:14])[CH:25]=[CH:24][CH:23]=2)[CH:18]=[CH:19][N:20]=1. (5) The product is: [Cl:1][C:2]1[CH:3]=[CH:4][C:5]([N:8]2[C:13](=[O:14])[C:12]([O:15][C:16]3[CH:21]=[CH:20][C:19]([C:22]4[CH:23]=[CH:24][C:25]([F:28])=[CH:26][CH:27]=4)=[CH:18][CH:17]=3)=[C:11]([N:29]3[CH2:34][CH2:33][CH:32]([Cl:38])[CH2:31][CH2:30]3)[CH:10]=[N:9]2)=[CH:6][CH:7]=1. Given the reactants [Cl:1][C:2]1[CH:7]=[CH:6][C:5]([N:8]2[C:13](=[O:14])[C:12]([O:15][C:16]3[CH:21]=[CH:20][C:19]([C:22]4[CH:27]=[CH:26][C:25]([F:28])=[CH:24][CH:23]=4)=[CH:18][CH:17]=3)=[C:11]([N:29]3[CH2:34][CH2:33][CH:32](O)[CH2:31][CH2:30]3)[CH:10]=[N:9]2)=[CH:4][CH:3]=1.S(Cl)([Cl:38])=O, predict the reaction product. (6) The product is: [CH3:1][O:2][C:3]([C:5]1[S:14][C:8]2[N:9]=[CH:10][N:11]=[C:12]([NH:16][C:17]3[CH:22]=[CH:21][C:20]([F:23])=[CH:19][C:18]=3[OH:24])[C:7]=2[C:6]=1[CH3:15])=[O:4]. Given the reactants [CH3:1][O:2][C:3]([C:5]1[S:14][C:8]2[N:9]=[CH:10][N:11]=[C:12](Cl)[C:7]=2[C:6]=1[CH3:15])=[O:4].[NH2:16][C:17]1[CH:22]=[CH:21][C:20]([F:23])=[CH:19][C:18]=1[OH:24].C1(C)C=CC(S(O)(=O)=O)=CC=1.[NH4+].[OH-], predict the reaction product. (7) Given the reactants [CH3:1][C:2]1[O:6][N:5]=[C:4]([C:7]2[S:11][C:10]([NH2:12])=[N:9][C:8]=2[C:13]2[CH:18]=[CH:17][CH:16]=[CH:15][CH:14]=2)[N:3]=1.[CH:19]1([CH2:24][C:25](Cl)=[O:26])[CH2:23][CH2:22][CH2:21][CH2:20]1, predict the reaction product. The product is: [CH:19]1([CH2:24][C:25]([NH:12][C:10]2[S:11][C:7]([C:4]3[N:3]=[C:2]([CH3:1])[O:6][N:5]=3)=[C:8]([C:13]3[CH:14]=[CH:15][CH:16]=[CH:17][CH:18]=3)[N:9]=2)=[O:26])[CH2:23][CH2:22][CH2:21][CH2:20]1.